Dataset: Full USPTO retrosynthesis dataset with 1.9M reactions from patents (1976-2016). Task: Predict the reactants needed to synthesize the given product. Given the product [CH2:1]([O:4][C@@H:5]1[CH2:6][NH:7][CH2:8][C@H:9]1[NH:10][C:11](=[O:26])[CH2:12][NH:13][C:14](=[O:25])[C:15]1[CH:20]=[CH:19][CH:18]=[C:17]([C:21]([F:23])([F:24])[F:22])[CH:16]=1)[CH:2]=[CH2:3], predict the reactants needed to synthesize it. The reactants are: [CH2:1]([O:4][C@H:5]1[C@H:9]([NH:10][C:11](=[O:26])[CH2:12][NH:13][C:14](=[O:25])[C:15]2[CH:20]=[CH:19][CH:18]=[C:17]([C:21]([F:24])([F:23])[F:22])[CH:16]=2)[CH2:8][N:7](C(OCC2C=CC=CC=2)=O)[CH2:6]1)[CH:2]=[CH2:3].[Si](I)(C)(C)C.